This data is from Reaction yield outcomes from USPTO patents with 853,638 reactions. The task is: Predict the reaction yield, written as a fraction of the theoretical maximum amount of product (1.0 means a 100% yield; for example, 0.34 means a 34% yield). (1) The reactants are [OH:1][CH:2]1[CH2:9][N:8](C(OCC2C=CC=CC=2)=O)[CH2:7][CH:6]2[CH:4]([CH2:5]2)[CH2:3]1. The catalyst is CO.[Pd]. The product is [CH:4]12[CH2:5][CH:6]1[CH2:7][NH:8][CH2:9][CH:2]([OH:1])[CH2:3]2. The yield is 0.691. (2) The reactants are [O:1]=[S:2]1(=[O:26])[CH2:7][CH:6]=[C:5]([C:8]2[CH:13]=[C:12]([F:14])[C:11]([C:15]3[N:20]=[C:19]([C:21]([OH:23])=[O:22])[CH:18]=[CH:17][C:16]=3[F:24])=[C:10]([F:25])[CH:9]=2)[CH2:4][CH2:3]1. The catalyst is CCO.[Pd]. The product is [O:26]=[S:2]1(=[O:1])[CH2:3][CH2:4][CH:5]([C:8]2[CH:9]=[C:10]([F:25])[C:11]([C:15]3[N:20]=[C:19]([C:21]([OH:23])=[O:22])[CH:18]=[CH:17][C:16]=3[F:24])=[C:12]([F:14])[CH:13]=2)[CH2:6][CH2:7]1. The yield is 1.00.